This data is from Full USPTO retrosynthesis dataset with 1.9M reactions from patents (1976-2016). The task is: Predict the reactants needed to synthesize the given product. (1) Given the product [NH2:22][C:19]1[CH:18]=[CH:17][C:16]([C:14]([NH:13][CH2:1][CH2:2][CH2:3][CH2:4][CH2:5][CH2:6][CH2:7][CH2:8][CH2:9][CH2:10][CH2:11][CH3:12])=[O:15])=[CH:21][CH:20]=1, predict the reactants needed to synthesize it. The reactants are: [CH2:1]([NH:13][C:14]([C:16]1[CH:21]=[CH:20][C:19]([NH:22]C(=O)OC(C)(C)C)=[CH:18][CH:17]=1)=[O:15])[CH2:2][CH2:3][CH2:4][CH2:5][CH2:6][CH2:7][CH2:8][CH2:9][CH2:10][CH2:11][CH3:12].FC(F)(F)C(O)=O. (2) Given the product [ClH:7].[F:8][C:9]1[CH:10]=[C:11]([NH:12][CH2:5][CH2:4][NH2:3])[CH:13]=[CH:14][CH:15]=1, predict the reactants needed to synthesize it. The reactants are: O1[CH2:5][CH2:4][NH:3]C1=O.[ClH:7].[F:8][C:9]1[CH:10]=[C:11]([CH:13]=[CH:14][CH:15]=1)[NH2:12].C(O)C. (3) The reactants are: C(NC(C)C)(C)C.C([Li])CCC.[N:13]1([C:24]([O:26][C:27]([CH3:30])([CH3:29])[CH3:28])=[O:25])[CH2:18][CH2:17][CH:16]([C:19]([O:21][CH2:22][CH3:23])=[O:20])[CH2:15][CH2:14]1.[Br:31][C:32]1[CH:37]=[CH:36][CH:35]=[C:34]([CH2:38]Br)[N:33]=1.[Cl-].[NH4+]. Given the product [Br:31][C:32]1[N:33]=[C:34]([CH2:38][C:16]2([C:19]([O:21][CH2:22][CH3:23])=[O:20])[CH2:15][CH2:14][N:13]([C:24]([O:26][C:27]([CH3:29])([CH3:28])[CH3:30])=[O:25])[CH2:18][CH2:17]2)[CH:35]=[CH:36][CH:37]=1, predict the reactants needed to synthesize it. (4) Given the product [F:11][C:2]([F:1])([F:10])[C:3]1[C:4]2[N:5]([C:25]([C:20]([OH:23])=[O:21])=[CH:26][N:9]=2)[CH:6]=[C:7]([C:12]2[CH:17]=[CH:8][C:3]([C:2]([F:11])([F:10])[F:1])=[CH:14][CH:13]=2)[CH:8]=1, predict the reactants needed to synthesize it. The reactants are: [F:1][C:2]([F:11])([F:10])[C:3]1[C:4]([NH2:9])=[N:5][CH:6]=[CH:7][CH:8]=1.[CH2:12]1[C:17](=O)N(Br)[C:14](=O)[CH2:13]1.[C:20]([O-:23])(O)=[O:21].[Na+].[C:25](#N)[CH3:26]. (5) Given the product [NH:36]1[C:32]([C:27]2[CH:28]=[CH:29][CH:30]=[CH:31][C:26]=2[C:22]2[CH:21]=[C:20]3[C:25](=[CH:24][CH:23]=2)[C@@H:17]([N:16]2[C:6]4=[N:7][C:8]([CH2:12][C:13](=[O:15])[CH3:14])=[CH:9][C:10]([CH3:11])=[C:5]4[N:4]=[C:3]2[CH2:1][CH3:2])[CH2:18][CH2:19]3)=[N:33][N:34]=[N:35]1, predict the reactants needed to synthesize it. The reactants are: [CH2:1]([C:3]1[N:16]([C@@H:17]2[C:25]3[C:20](=[CH:21][C:22]([C:26]4[CH:31]=[CH:30][CH:29]=[CH:28][C:27]=4[C:32]4[N:36](C(C5C=CC=CC=5)(C5C=CC=CC=5)C5C=CC=CC=5)[N:35]=[N:34][N:33]=4)=[CH:23][CH:24]=3)[CH2:19][CH2:18]2)[C:6]2=[N:7][C:8]([CH2:12][C:13](=[O:15])[CH3:14])=[CH:9][C:10]([CH3:11])=[C:5]2[N:4]=1)[CH3:2]. (6) Given the product [NH2:1][C:4]([C@H:7]1[CH2:12][CH2:11][C@H:10]([NH:13][C:14]2[CH:15]=[CH:16][C:17]3[N:18]([C:20]([C:23]4[CH:28]=[CH:27][CH:26]=[C:25]([Cl:29])[CH:24]=4)=[CH:21][N:22]=3)[N:19]=2)[CH2:9][CH2:8]1)([CH3:6])[CH3:5], predict the reactants needed to synthesize it. The reactants are: [N:1]([C:4]([C@H:7]1[CH2:12][CH2:11][C@H:10]([NH:13][C:14]2[CH:15]=[CH:16][C:17]3[N:18]([C:20]([C:23]4[CH:28]=[CH:27][CH:26]=[C:25]([Cl:29])[CH:24]=4)=[CH:21][N:22]=3)[N:19]=2)[CH2:9][CH2:8]1)([CH3:6])[CH3:5])=[N+]=[N-]. (7) Given the product [C:2]1([C:9]2[NH:13][C:12]3[CH:14]=[CH:15][CH:16]=[CH:17][C:11]=3[N:10]=2)[CH:1]=[CH:6][CH:5]=[CH:4][CH:3]=1, predict the reactants needed to synthesize it. The reactants are: [C:1]1(C)[CH:6]=[C:5](C)[CH:4]=[C:3](C)[C:2]=1[C:9]1[NH:10][C:11]2[CH:17]=[CH:16][CH:15]=[CH:14][C:12]=2[N:13]=1.C(O)(=O)C1C=CC=CC=1. (8) Given the product [CH3:1][O:2][C:3]([C:5]1[CH:14]=[C:13]2[C:8]([CH:9]=[CH:10][N:11]=[C:12]2[CH:15]2[CH2:16][CH2:17]2)=[C:7]([O:18][CH3:19])[CH:6]=1)=[O:4], predict the reactants needed to synthesize it. The reactants are: [CH3:1][O:2][C:3]([C:5]1[CH:14]=[C:13]2[C:8]([CH:9]=[CH:10][N:11]=[C:12]2[CH:15]2[CH2:17][CH2:16]2)=[C:7]([OH:18])[CH:6]=1)=[O:4].[C:19]([O-])([O-])=O.[K+].[K+].CI. (9) Given the product [F:1][C:2]1[CH:3]=[C:4]([CH:8]=[CH:9][C:10]=1[C:11]1[CH:12]=[N:13][C:14]([O:17][CH2:18][CH:19]2[CH2:24][CH2:23][N:22]([CH2:25][C:26]([F:29])([CH3:28])[CH3:27])[CH2:21][CH2:20]2)=[CH:15][CH:16]=1)[C:5]([N:30]1[CH2:35][CH2:34][CH2:33][CH2:32][C@@H:31]1[C:36]([NH2:38])=[O:37])=[O:6], predict the reactants needed to synthesize it. The reactants are: [F:1][C:2]1[CH:3]=[C:4]([CH:8]=[CH:9][C:10]=1[C:11]1[CH:12]=[N:13][C:14]([O:17][CH2:18][CH:19]2[CH2:24][CH2:23][N:22]([CH2:25][C:26]([F:29])([CH3:28])[CH3:27])[CH2:21][CH2:20]2)=[CH:15][CH:16]=1)[C:5](O)=[O:6].[NH:30]1[CH2:35][CH2:34][CH2:33][CH2:32][C@@H:31]1[C:36]([NH2:38])=[O:37].CCN(C(C)C)C(C)C.CCN=C=NCCCN(C)C.C1C=CC2N(O)N=NC=2C=1.